From a dataset of Catalyst prediction with 721,799 reactions and 888 catalyst types from USPTO. Predict which catalyst facilitates the given reaction. Reactant: Br[C:2]1[CH:7]=[CH:6][C:5]([Cl:8])=[CH:4][CH:3]=1.[CH3:9][C@H:10]1[CH2:15][NH:14][CH2:13][C@@H:12]([CH3:16])[NH:11]1.CC(C)([O-])C.[Na+]. Product: [Cl:8][C:5]1[CH:6]=[CH:7][C:2]([N:14]2[CH2:13][C@@H:12]([CH3:16])[NH:11][C@@H:10]([CH3:9])[CH2:15]2)=[CH:3][CH:4]=1. The catalyst class is: 11.